This data is from Full USPTO retrosynthesis dataset with 1.9M reactions from patents (1976-2016). The task is: Predict the reactants needed to synthesize the given product. (1) Given the product [Br:1][C:2]1[CH:3]=[CH:4][C:5]([C:8]2([NH:11][C:12](=[O:13])[O:14][C:15]([CH3:18])([CH3:17])[CH3:16])[CH2:9][CH2:10]2)=[CH:6][CH:7]=1, predict the reactants needed to synthesize it. The reactants are: [Br:1][C:2]1[CH:7]=[CH:6][C:5]([C:8]2([NH2:11])[CH2:10][CH2:9]2)=[CH:4][CH:3]=1.[C:12](O[C:12]([O:14][C:15]([CH3:18])([CH3:17])[CH3:16])=[O:13])([O:14][C:15]([CH3:18])([CH3:17])[CH3:16])=[O:13].C(=O)(O)[O-].[Na+]. (2) Given the product [CH3:17][C:4]1[C:3]([C:18]2[CH:23]=[CH:22][CH:21]=[CH:20][CH:19]=2)=[C:2]([N:24]2[CH2:29][CH2:28][NH:27][CH2:26][CH2:25]2)[N:7]2[C:8]3[N:14]=[CH:13][CH:12]=[CH:11][C:9]=3[N:10]=[C:6]2[C:5]=1[C:15]#[N:16], predict the reactants needed to synthesize it. The reactants are: Cl[C:2]1[N:7]2[C:8]3[N:14]=[CH:13][CH:12]=[CH:11][C:9]=3[N:10]=[C:6]2[C:5]([C:15]#[N:16])=[C:4]([CH3:17])[C:3]=1[C:18]1[CH:23]=[CH:22][CH:21]=[CH:20][CH:19]=1.[NH:24]1[CH2:29][CH2:28][NH:27][CH2:26][CH2:25]1.C(N(CC)CC)C.